This data is from Catalyst prediction with 721,799 reactions and 888 catalyst types from USPTO. The task is: Predict which catalyst facilitates the given reaction. (1) Reactant: [CH3:1][O:2][C:3]([C:5]1[CH:14]=[CH:13][C:12]2[C:7](=[CH:8][CH:9]=[C:10]([OH:15])[CH:11]=2)[CH:6]=1)=[O:4].[CH2:16](Br)[C:17]1[CH:22]=[CH:21][CH:20]=[CH:19][CH:18]=1.C(=O)([O-])[O-].[Cs+].[Cs+]. Product: [CH3:1][O:2][C:3]([C:5]1[CH:14]=[CH:13][C:12]2[C:7](=[CH:8][CH:9]=[C:10]([O:15][CH2:16][C:17]3[CH:22]=[CH:21][CH:20]=[CH:19][CH:18]=3)[CH:11]=2)[CH:6]=1)=[O:4]. The catalyst class is: 3. (2) Reactant: [OH:1][CH2:2][C@@H:3]([NH:10][C:11]([C:13]1[NH:14][CH:15]=[C:16]([C:18](=[O:23])[CH2:19][CH2:20][O:21][CH3:22])[CH:17]=1)=[O:12])[C:4]1[CH:9]=[CH:8][CH:7]=[CH:6][CH:5]=1.CC(O[CH:29](N(C)C)[N:30]([CH3:32])[CH3:31])(C)C. Product: [OH:1][CH2:2][C@@H:3]([NH:10][C:11]([C:13]1[NH:14][CH:15]=[C:16]([C:18](=[O:23])[C:19]([CH2:20][O:21][CH3:22])=[CH:29][N:30]([CH3:32])[CH3:31])[CH:17]=1)=[O:12])[C:4]1[CH:5]=[CH:6][CH:7]=[CH:8][CH:9]=1. The catalyst class is: 1. (3) Reactant: N(C(OCC)=O)=NC(OCC)=O.[OH:13][CH:14]1[CH2:19][CH2:18][N:17]([C:20]([O:22][C:23]([CH3:26])([CH3:25])[CH3:24])=[O:21])[CH2:16][CH2:15]1.C1(P(C2C=CC=CC=2)C2C=CC=CC=2)C=CC=CC=1.[Cl:46][C:47]1[N:52]=[C:51](O)[CH:50]=[CH:49][CH:48]=1. Product: [Cl:46][C:47]1[N:52]=[C:51]([O:13][CH:14]2[CH2:15][CH2:16][N:17]([C:20]([O:22][C:23]([CH3:26])([CH3:25])[CH3:24])=[O:21])[CH2:18][CH2:19]2)[CH:50]=[CH:49][CH:48]=1. The catalyst class is: 90.